From a dataset of Reaction yield outcomes from USPTO patents with 853,638 reactions. Predict the reaction yield, written as a fraction of the theoretical maximum amount of product (1.0 means a 100% yield; for example, 0.34 means a 34% yield). (1) The reactants are C(OC([N:8]1[CH2:13][CH2:12][N:11]([C:14]2[CH:19]=[CH:18][C:17]([C:20]([F:23])([F:22])[F:21])=[C:16]([F:24])[CH:15]=2)[CH2:10][CH2:9]1)=O)(C)(C)C.C(Cl)Cl. The catalyst is FC(F)(F)C(O)=O.ClCCl. The product is [F:24][C:16]1[CH:15]=[C:14]([N:11]2[CH2:12][CH2:13][NH:8][CH2:9][CH2:10]2)[CH:19]=[CH:18][C:17]=1[C:20]([F:22])([F:21])[F:23]. The yield is 0.780. (2) The reactants are C([O:5][C:6](=[O:30])[CH2:7][O:8][C:9]1[CH:14]=[CH:13][C:12]([C:15]2[N:16]([CH2:28][CH3:29])[C:17]3[C:22]([C:23]=2[C:24]#[N:25])=[CH:21][CH:20]=[C:19]([O:26][CH3:27])[CH:18]=3)=[CH:11][CH:10]=1)(C)(C)C. The catalyst is C(O)(C(F)(F)F)=O.C(Cl)Cl. The product is [C:24]([C:23]1[C:22]2[C:17](=[CH:18][C:19]([O:26][CH3:27])=[CH:20][CH:21]=2)[N:16]([CH2:28][CH3:29])[C:15]=1[C:12]1[CH:13]=[CH:14][C:9]([O:8][CH2:7][C:6]([OH:30])=[O:5])=[CH:10][CH:11]=1)#[N:25]. The yield is 0.990. (3) The reactants are [C:1]([CH2:3][C:4]([O:6][CH3:7])=[O:5])#[N:2].C(N(C(C)C)CC)(C)C.[CH2:17](Br)[C:18]([C:20]1[CH:25]=[CH:24][CH:23]=[CH:22][CH:21]=1)=[O:19]. The catalyst is O1CCCC1. The product is [C:1]([CH:3]([CH2:17][C:18]([C:20]1[CH:25]=[CH:24][CH:23]=[CH:22][CH:21]=1)=[O:19])[C:4]([O:6][CH3:7])=[O:5])#[N:2]. The yield is 0.950. (4) The reactants are [CH:1]([N:5]1[C:9](=[O:10])[N:8]([C:11]2[CH:16]=[CH:15][C:14]([N:17]3[CH2:22][CH2:21][N:20]([C:23]4[CH:28]=[CH:27][C:26]([O:29]C)=[CH:25][CH:24]=4)[CH2:19][CH2:18]3)=[C:13]([F:31])[CH:12]=2)[CH:7]=[N:6]1)([CH2:3][CH3:4])[CH3:2].Br.C([O-])([O-])=O.[Na+].[Na+]. No catalyst specified. The product is [CH:1]([N:5]1[C:9](=[O:10])[N:8]([C:11]2[CH:16]=[CH:15][C:14]([N:17]3[CH2:18][CH2:19][N:20]([C:23]4[CH:24]=[CH:25][C:26]([OH:29])=[CH:27][CH:28]=4)[CH2:21][CH2:22]3)=[C:13]([F:31])[CH:12]=2)[CH:7]=[N:6]1)([CH2:3][CH3:4])[CH3:2]. The yield is 0.830. (5) The reactants are [CH3:1][O:2][C:3]1[CH:15]=[CH:14][C:6]2[NH:7]C(=O)[NH:9][S:10](=[O:12])(=[O:11])[C:5]=2[CH:4]=1.[OH-].[Na+]. The catalyst is S(=O)(=O)(O)O. The product is [NH2:7][C:6]1[CH:14]=[CH:15][C:3]([O:2][CH3:1])=[CH:4][C:5]=1[S:10]([NH2:9])(=[O:11])=[O:12]. The yield is 0.610. (6) The reactants are ClCCC[N:5]1[C:10]2[CH:11]=[CH:12][C:13]([F:16])=[C:14]([F:15])[C:9]=2[O:8][CH2:7][C:6]1=[O:17].C([O-])([O-])=O.[K+].[K+].[Na+].[I-].[CH2:26]([CH:30]1[CH2:35][CH2:34][NH:33][CH2:32][CH2:31]1)[CH2:27][CH2:28][CH3:29].[CH3:36][CH2:37][CH2:38]CCCC.CCOC(C)=O. No catalyst specified. The product is [CH2:26]([CH:30]1[CH2:35][CH2:34][N:33]([CH2:36][CH2:37][CH2:38][CH:7]2[C:6](=[O:17])[NH:5][C:10]3[CH:11]=[CH:12][C:13]([F:16])=[C:14]([F:15])[C:9]=3[O:8]2)[CH2:32][CH2:31]1)[CH2:27][CH2:28][CH3:29]. The yield is 0.650. (7) The reactants are Cl.[NH2:2][OH:3].[OH-].[Na+].Cl[P:7](=[O:20])([C:14]1[CH:19]=[CH:18][CH:17]=[CH:16][CH:15]=1)[C:8]1[CH:13]=[CH:12][CH:11]=[CH:10][CH:9]=1. The catalyst is O.O1CCOCC1. The product is [NH2:2][O:3][P:7](=[O:20])([C:14]1[CH:19]=[CH:18][CH:17]=[CH:16][CH:15]=1)[C:8]1[CH:13]=[CH:12][CH:11]=[CH:10][CH:9]=1. The yield is 0.360.